This data is from Reaction yield outcomes from USPTO patents with 853,638 reactions. The task is: Predict the reaction yield, written as a fraction of the theoretical maximum amount of product (1.0 means a 100% yield; for example, 0.34 means a 34% yield). (1) The reactants are BrC1C=C2C(=CC=1)C=C([C:12]1[CH:24]=[CH:23][C:22]3[C:21]4[C:16](=[CH:17][CH:18]=[CH:19][CH:20]=4)[C:15]([CH3:26])([CH3:25])[C:14]=3[CH:13]=1)C=C2.[CH2:27]([Li])[CH2:28][CH2:29][CH3:30].[B:32](OC(C)C)([O:37]C(C)C)[O:33]C(C)C.Cl.[CH3:46][CH2:47][CH2:48][CH2:49][CH2:50][CH3:51]. The catalyst is ClCCl.C1COCC1. The product is [CH3:26][C:15]1([CH3:25])[C:14]2[CH:13]=[C:12]([C:28]3[CH:29]=[C:30]4[C:50](=[CH:51][CH:27]=3)[CH:49]=[C:48]([B:32]([OH:37])[OH:33])[CH:47]=[CH:46]4)[CH:24]=[CH:23][C:22]=2[C:21]2[C:16]1=[CH:17][CH:18]=[CH:19][CH:20]=2. The yield is 0.570. (2) The reactants are [CH3:1][C:2]([CH3:31])([CH3:30])[CH2:3][C:4]([NH:6][C:7]1[C:8]([CH3:29])=[C:9]([CH3:28])[C:10]2[O:14][CH2:13][CH:12]([C:15]3[CH:20]=[CH:19][C:18](/[CH:21]=[CH:22]/[C:23]([O-:25])=[O:24])=[CH:17][CH:16]=3)[C:11]=2[C:26]=1[CH3:27])=[O:5].[C:32](OCC)(=O)[CH3:33].CCCCCC. No catalyst specified. The product is [CH3:1][C:2]([CH3:31])([CH3:30])[CH2:3][C:4]([NH:6][C:7]1[C:8]([CH3:29])=[C:9]([CH3:28])[C:10]2[O:14][CH2:13][CH:12]([C:15]3[CH:20]=[CH:19][C:18]([CH2:21][CH2:22][C:23]([O:25][CH2:32][CH3:33])=[O:24])=[CH:17][CH:16]=3)[C:11]=2[C:26]=1[CH3:27])=[O:5]. The yield is 0.840. (3) The reactants are [CH2:1]([CH:4]1[CH2:9][C:8](=[O:10])[CH2:7][C:6](=[O:11])[CH2:5]1)[CH2:2][CH3:3].[Br:12]Br. The catalyst is CC(O)=O. The product is [Br:12][CH:7]1[C:6](=[O:11])[CH2:5][CH:4]([CH2:1][CH2:2][CH3:3])[CH2:9][C:8]1=[O:10]. The yield is 1.00. (4) The catalyst is C1(C)C=CC=CC=1.CO.CN(C)C=O. The yield is 0.850. The reactants are [Cl:1][C:2]1[CH:10]=[C:9](F)[C:8]([F:12])=[CH:7][C:3]=1[C:4]([OH:6])=[O:5].C(Cl)(=O)[C:14](Cl)=[O:15].[CH3:19][O-].[Na+]. The product is [CH3:19][O:6][C:4](=[O:5])[C:3]1[CH:7]=[C:8]([F:12])[C:9]([O:15][CH3:14])=[CH:10][C:2]=1[Cl:1].